This data is from Full USPTO retrosynthesis dataset with 1.9M reactions from patents (1976-2016). The task is: Predict the reactants needed to synthesize the given product. Given the product [CH3:8][C:6]1[C:5]([CH3:9])=[CH:4][C:3]([C:10]2([CH3:33])[O:14][N:13]=[C:12]([C:15]3[N:16]=[C:17]([CH:20]4[CH2:25][CH2:24][N:23]([C:26]([O:28][C:29]([CH3:32])([CH3:31])[CH3:30])=[O:27])[CH2:22][CH2:21]4)[S:18][CH:19]=3)[CH2:11]2)=[C:2]([O:1][CH2:43][C:42]#[CH:41])[CH:7]=1, predict the reactants needed to synthesize it. The reactants are: [OH:1][C:2]1[CH:7]=[C:6]([CH3:8])[C:5]([CH3:9])=[CH:4][C:3]=1[C:10]1([CH3:33])[O:14][N:13]=[C:12]([C:15]2[N:16]=[C:17]([CH:20]3[CH2:25][CH2:24][N:23]([C:26]([O:28][C:29]([CH3:32])([CH3:31])[CH3:30])=[O:27])[CH2:22][CH2:21]3)[S:18][CH:19]=2)[CH2:11]1.C(=O)([O-])[O-].[K+].[K+].Br[CH2:41][C:42]#[CH:43].O.